Dataset: Reaction yield outcomes from USPTO patents with 853,638 reactions. Task: Predict the reaction yield, written as a fraction of the theoretical maximum amount of product (1.0 means a 100% yield; for example, 0.34 means a 34% yield). (1) The reactants are [NH2:1][C:2]1[N:7]([CH2:8][CH2:9][NH2:10])[C:6](=[O:11])[CH:5]=[C:4]([CH2:12][CH2:13][C:14]2[CH:19]=[CH:18][CH:17]=[C:16]([C:20]3[O:21][CH:22]=[CH:23][CH:24]=3)[CH:15]=2)[N:3]=1.[CH:25](=O)[C:26]1[CH:31]=[CH:30][CH:29]=[CH:28][CH:27]=1.CCN(CC)CC.[BH3-]C#N.[Na+]. The catalyst is CO. The product is [NH2:1][C:2]1[N:7]([CH2:8][CH2:9][NH:10][CH2:25][C:26]2[CH:31]=[CH:30][CH:29]=[CH:28][CH:27]=2)[C:6](=[O:11])[CH:5]=[C:4]([CH2:12][CH2:13][C:14]2[CH:19]=[CH:18][CH:17]=[C:16]([C:20]3[O:21][CH:22]=[CH:23][CH:24]=3)[CH:15]=2)[N:3]=1. The yield is 0.200. (2) The reactants are [ClH:1].[F:2][C:3]([F:28])([F:27])[C:4]1[CH:5]=[C:6]([C:10]2[N:15]=[CH:14][C:13]([C@@H:16]3[CH2:18][C@H:17]3[NH:19]C(=O)OC(C)(C)C)=[CH:12][CH:11]=2)[CH:7]=[CH:8][CH:9]=1. The catalyst is C(OCC)C. The product is [ClH:1].[ClH:1].[F:28][C:3]([F:2])([F:27])[C:4]1[CH:5]=[C:6]([C:10]2[N:15]=[CH:14][C:13]([C@@H:16]3[CH2:18][C@H:17]3[NH2:19])=[CH:12][CH:11]=2)[CH:7]=[CH:8][CH:9]=1. The yield is 0.862. (3) The reactants are [F:1][C:2]1[CH:7]=[C:6]([F:8])[C:5]([F:9])=[CH:4][C:3]=1[S:10]([OH:12])=[O:11].IC.[CH2:15](N(C(C)C)C(C)C)C. The catalyst is CN(C=O)C. The product is [F:9][C:5]1[CH:4]=[C:3]([S:10]([CH3:15])(=[O:12])=[O:11])[C:2]([F:1])=[CH:7][C:6]=1[F:8]. The yield is 0.710. (4) The reactants are F[C:2](F)(F)[C:3]1[N:4]=[C:5]([CH:8]2[CH2:13][CH2:12][N:11]([C:14]([O:16][C:17]([CH3:20])([CH3:19])[CH3:18])=[O:15])[CH2:10][CH2:9]2)[NH:6][CH:7]=1.[OH-].[NH4+:24]. No catalyst specified. The product is [C:2]([C:3]1[N:4]=[C:5]([CH:8]2[CH2:13][CH2:12][N:11]([C:14]([O:16][C:17]([CH3:20])([CH3:19])[CH3:18])=[O:15])[CH2:10][CH2:9]2)[NH:6][CH:7]=1)#[N:24]. The yield is 0.830. (5) The reactants are [F:1][C:2]1[CH:3]=[C:4]2[C:8](=[CH:9][CH:10]=1)[NH:7][C:6](=[O:11])[C:5]2=[C:12]1[C:20]2[C:15](=[N:16][C:17]([CH:21]=[CH2:22])=[CH:18][CH:19]=2)[CH2:14][O:13]1.[OH:23][CH:24]1[CH2:29][CH2:28][CH2:27][NH:26][CH2:25]1. No catalyst specified. The product is [F:1][C:2]1[CH:3]=[C:4]2[C:8](=[CH:9][CH:10]=1)[NH:7][C:6](=[O:11])[C:5]2=[C:12]1[C:20]2[C:15](=[N:16][C:17]([CH2:21][CH2:22][N:26]3[CH2:27][CH2:28][CH2:29][CH:24]([OH:23])[CH2:25]3)=[CH:18][CH:19]=2)[CH2:14][O:13]1. The yield is 0.670.